From a dataset of Full USPTO retrosynthesis dataset with 1.9M reactions from patents (1976-2016). Predict the reactants needed to synthesize the given product. (1) Given the product [Cl:4][C:5]1[CH:6]=[C:7]([C@@H:15]([CH2:26][CH:27]2[CH2:32][CH2:31][C:30](=[N:2][OH:3])[CH2:29][CH2:28]2)[C:16]([NH:18][C:19]2[CH:24]=[CH:23][C:22]([CH3:25])=[CH:21][N:20]=2)=[O:17])[CH:8]=[CH:9][C:10]=1[S:11]([CH3:14])(=[O:13])=[O:12], predict the reactants needed to synthesize it. The reactants are: Cl.[NH2:2][OH:3].[Cl:4][C:5]1[CH:6]=[C:7]([C@@H:15]([CH2:26][CH:27]2[CH2:32][CH2:31][C:30](=O)[CH2:29][CH2:28]2)[C:16]([NH:18][C:19]2[CH:24]=[CH:23][C:22]([CH3:25])=[CH:21][N:20]=2)=[O:17])[CH:8]=[CH:9][C:10]=1[S:11]([CH3:14])(=[O:13])=[O:12]. (2) The reactants are: Br[C:2]1[CH:3]=[N:4][N:5]([CH:8]2[CH2:13][CH2:12][CH2:11][CH2:10][O:9]2)[C:6]=1[CH3:7].C([O-])([O-])=O.[Na+].[Na+].[C:20]1([CH2:26][CH2:27][C:28]([N:30]2[CH2:35][CH2:34][CH:33]([CH2:36][N:37]3[C:45]4[C:40](=[CH:41][C:42](B5OC(C)(C)C(C)(C)O5)=[CH:43][CH:44]=4)[CH:39]=[CH:38]3)[CH2:32][CH2:31]2)=[O:29])[CH:25]=[CH:24][CH:23]=[CH:22][CH:21]=1.ClCCl. Given the product [CH3:7][C:6]1[N:5]([CH:8]2[CH2:13][CH2:12][CH2:11][CH2:10][O:9]2)[N:4]=[CH:3][C:2]=1[C:42]1[CH:41]=[C:40]2[C:45](=[CH:44][CH:43]=1)[N:37]([CH2:36][CH:33]1[CH2:34][CH2:35][N:30]([C:28](=[O:29])[CH2:27][CH2:26][C:20]3[CH:25]=[CH:24][CH:23]=[CH:22][CH:21]=3)[CH2:31][CH2:32]1)[CH:38]=[CH:39]2, predict the reactants needed to synthesize it. (3) The reactants are: [NH:1]1[C:5]2[CH:6]=[CH:7][C:8]([C:10](=O)[CH2:11][C:12]([O:14]CC)=O)=[CH:9][C:4]=2[N:3]=[N:2]1.[N:18]1[CH:23]=[CH:22][CH:21]=[CH:20][C:19]=1[C:24]1[C:25]([NH2:30])=[N:26][NH:27][C:28]=1[NH2:29].CC1C=CC(S(O)(=O)=O)=CC=1. Given the product [NH2:30][C:25]1[C:24]([C:19]2[CH:20]=[CH:21][CH:22]=[CH:23][N:18]=2)=[C:28]2[NH:29][C:10]([C:8]3[CH:7]=[CH:6][C:5]4[NH:1][N:2]=[N:3][C:4]=4[CH:9]=3)=[CH:11][C:12](=[O:14])[N:27]2[N:26]=1, predict the reactants needed to synthesize it. (4) Given the product [CH:44]1([N:41]2[CH:42]=[CH:43][C:38]([C:25]3[CH:24]=[CH:23][C:3]([CH2:4][N:5]4[CH2:10][CH2:9][C:8]([CH2:17][C:18]([OH:21])([CH3:19])[CH3:20])([C:11]5[CH:12]=[CH:13][CH:14]=[CH:15][CH:16]=5)[O:7][C:6]4=[O:22])=[CH:2][CH:26]=3)=[CH:39][C:40]2=[O:47])[CH2:46][CH2:45]1, predict the reactants needed to synthesize it. The reactants are: C[C:2]1[CH:26]=[C:25](B2OC(C)(C)C(C)(C)O2)[CH:24]=[C:23](C)[C:3]=1[CH2:4][N:5]1[CH2:10][CH2:9][C:8]([CH2:17][C:18]([OH:21])([CH3:20])[CH3:19])([C:11]2[CH:16]=[CH:15][CH:14]=[CH:13][CH:12]=2)[O:7][C:6]1=[O:22].Br[C:38]1[CH:43]=[CH:42][N:41]([CH:44]2[CH2:46][CH2:45]2)[C:40](=[O:47])[CH:39]=1. (5) The reactants are: [C:1]([O:5][C:6](=[O:16])[NH:7][C:8]1[S:9][CH:10]=[C:11]([CH2:13][CH2:14][OH:15])[N:12]=1)([CH3:4])([CH3:3])[CH3:2].C(N(CC)CC)C.[CH3:24][S:25](Cl)(=[O:27])=[O:26]. Given the product [C:1]([O:5][C:6]([NH:7][C:8]1[S:9][CH:10]=[C:11]([CH2:13][CH2:14][O:15][S:25]([CH3:24])(=[O:27])=[O:26])[N:12]=1)=[O:16])([CH3:4])([CH3:2])[CH3:3], predict the reactants needed to synthesize it. (6) Given the product [Cl:1][C:2]1[C:11]([F:12])=[C:10]2[C:5]([C:6]([OH:23])=[C:7]([C:16]([NH:18][CH2:19][C:20]([OH:22])=[O:21])=[O:17])[C:8](=[O:15])[C:9]2([CH3:14])[CH3:13])=[CH:4][CH:3]=1, predict the reactants needed to synthesize it. The reactants are: [Cl:1][C:2]1[C:11]([F:12])=[C:10]2[C:5]([C:6]([OH:23])=[C:7]([C:16]([NH:18][CH2:19][C:20]([O-:22])=[O:21])=[O:17])[C:8](=[O:15])[C:9]2([CH3:14])[CH3:13])=[CH:4][CH:3]=1.C(O)(C(F)(F)F)=O. (7) Given the product [CH3:1][C:2]1[C:33]([CH3:34])=[CH:32][CH:31]=[CH:30][C:3]=1[O:4][CH2:5][CH2:6][CH2:7][C:8]([N:10]1[C:19]2[C:14](=[C:15]([C:63]3[CH:62]=[N:61][N:60]([CH2:59][C:55]4[CH:56]=[CH:57][CH:58]=[C:53]([O:52][CH2:51][CH2:50][OH:49])[CH:54]=4)[CH:64]=3)[CH:16]=[CH:17][CH:18]=2)[CH2:13][CH2:12][CH2:11]1)=[O:9], predict the reactants needed to synthesize it. The reactants are: [CH3:1][C:2]1[C:33]([CH3:34])=[CH:32][CH:31]=[CH:30][C:3]=1[O:4][CH2:5][CH2:6][CH2:7][C:8]([N:10]1[C:19]2[C:14](=[C:15](C3C=CN=C(C(OC)=O)C=3)[CH:16]=[CH:17][CH:18]=2)[CH2:13][CH2:12][CH2:11]1)=[O:9].BrC1C=CN=C(C(OC)=O)C=1.C([O:49][CH2:50][CH2:51][O:52][C:53]1[CH:58]=[CH:57][CH:56]=[C:55]([CH2:59][N:60]2[CH:64]=[C:63](Br)[CH:62]=[N:61]2)[CH:54]=1)(=O)C. (8) The reactants are: Cl[C:2]1[C:7]([C:8]([F:11])([F:10])[F:9])=[CH:6][CH:5]=[CH:4][N:3]=1.[CH3:12][O:13][C:14]1[CH:19]=[CH:18][C:17](B(O)O)=[CH:16][N:15]=1.C(=O)([O-])[O-].[K+].[K+]. Given the product [CH3:12][O:13][C:14]1[N:15]=[CH:16][C:17]([C:2]2[C:7]([C:8]([F:11])([F:10])[F:9])=[CH:6][CH:5]=[CH:4][N:3]=2)=[CH:18][CH:19]=1, predict the reactants needed to synthesize it. (9) Given the product [Cl:1][C:2]1[C:3]([C:11]([N:15]([CH3:16])[CH3:14])=[O:13])=[CH:4][NH:5][C:6]=1[C:7]([O:9][CH3:10])=[O:8], predict the reactants needed to synthesize it. The reactants are: [Cl:1][C:2]1[C:3]([C:11]([OH:13])=O)=[CH:4][NH:5][C:6]=1[C:7]([O:9][CH3:10])=[O:8].[CH3:14][N:15](C(ON1N=NC2C=CC=NC1=2)=[N+](C)C)[CH3:16].F[P-](F)(F)(F)(F)F.CCN(C(C)C)C(C)C.CNC.